From a dataset of TCR-epitope binding with 47,182 pairs between 192 epitopes and 23,139 TCRs. Binary Classification. Given a T-cell receptor sequence (or CDR3 region) and an epitope sequence, predict whether binding occurs between them. (1) The epitope is IVTDFSVIK. The TCR CDR3 sequence is CATSRGAGFDEQYF. Result: 1 (the TCR binds to the epitope). (2) The epitope is YIFFASFYY. The TCR CDR3 sequence is CASSQERGSSYEQYF. Result: 0 (the TCR does not bind to the epitope). (3) The epitope is GTSGSPIVNR. The TCR CDR3 sequence is CASSTTGQGGNTIYF. Result: 0 (the TCR does not bind to the epitope).